Dataset: Catalyst prediction with 721,799 reactions and 888 catalyst types from USPTO. Task: Predict which catalyst facilitates the given reaction. Reactant: [C:1]([O:5][C:6]([NH:8][S:9]([CH3:12])(=[O:11])=[O:10])=[O:7])([CH3:4])([CH3:3])[CH3:2].Cl[CH2:14][C:15]1[O:16][C:17]2[CH:23]=[CH:22][C:21]([C:24]3[C:32]4[C:27](=[CH:28][C:29]([F:33])=[CH:30][CH:31]=4)[N:26]([S:34]([C:37]4[CH:42]=[CH:41][CH:40]=[CH:39][CH:38]=4)(=[O:36])=[O:35])[CH:25]=3)=[CH:20][C:18]=2[N:19]=1.C([O-])([O-])=O.[K+].[K+]. Product: [C:1]([O:5][C:6](=[O:7])[N:8]([CH2:14][C:15]1[O:16][C:17]2[CH:23]=[CH:22][C:21]([C:24]3[C:32]4[C:27](=[CH:28][C:29]([F:33])=[CH:30][CH:31]=4)[N:26]([S:34]([C:37]4[CH:38]=[CH:39][CH:40]=[CH:41][CH:42]=4)(=[O:36])=[O:35])[CH:25]=3)=[CH:20][C:18]=2[N:19]=1)[S:9]([CH3:12])(=[O:11])=[O:10])([CH3:4])([CH3:3])[CH3:2]. The catalyst class is: 3.